Dataset: Catalyst prediction with 721,799 reactions and 888 catalyst types from USPTO. Task: Predict which catalyst facilitates the given reaction. (1) Reactant: I[C:2]1[CH:7]=[CH:6][CH:5]=[CH:4][C:3]=1[CH3:8].[CH3:9][N:10]1[CH2:15][CH2:14][N:13]([CH2:16][CH2:17][CH2:18][C:19]#N)[CH2:12][CH2:11]1.C(O)(C(F)(F)F)=[O:22].CC#N. Product: [CH3:9][N:10]1[CH2:15][CH2:14][N:13]([CH2:16][CH2:17][CH2:18][C:19]([C:2]2[CH:7]=[CH:6][CH:5]=[CH:4][C:3]=2[CH3:8])=[O:22])[CH2:12][CH2:11]1. The catalyst class is: 876. (2) Reactant: C[O:2][C:3](=O)[N:4]([CH2:12][CH2:13][C:14]1[CH:19]=[CH:18][CH:17]=[CH:16][C:15]=1[Br:20])[CH:5]([CH2:9][CH2:10][CH3:11])[CH2:6][CH2:7][CH3:8].FC(F)(F)S(OS(C(F)(F)F)(=O)=O)(=O)=O.C(=O)([O-])[O-].[Na+].[Na+]. Product: [Br:20][C:15]1[CH:16]=[CH:17][CH:18]=[C:19]2[C:14]=1[CH2:13][CH2:12][N:4]([CH:5]([CH2:9][CH2:10][CH3:11])[CH2:6][CH2:7][CH3:8])[C:3]2=[O:2]. The catalyst class is: 112. (3) Reactant: [F:1][C:2]1[CH:7]=[CH:6][C:5]([N+:8]([O-])=O)=[C:4]([O:11][CH:12]([CH3:14])[CH3:13])[CH:3]=1.CCO.CC1C=C2N=C3C(=NC(NC3=O)=O)N(C[C@H](O)[C@H](O)[C@H](O)CO)C2=CC=1C. Product: [F:1][C:2]1[CH:7]=[CH:6][C:5]([NH2:8])=[C:4]([O:11][CH:12]([CH3:14])[CH3:13])[CH:3]=1. The catalyst class is: 522. (4) Reactant: [CH2:1]([O:3][C@H:4]([C:17]([O:19][CH2:20][CH3:21])=[O:18])[CH2:5][C:6]1[CH:16]=[CH:15][C:9]([O:10][CH2:11][C:12]([OH:14])=O)=[CH:8][CH:7]=1)[CH3:2].Cl.[F:23][C:24]1[CH:39]=[C:38]([F:40])[CH:37]=[CH:36][C:25]=1[CH2:26][NH:27][CH2:28][CH2:29][CH2:30][CH2:31][CH2:32][CH2:33][CH2:34][CH3:35].C(N(CC)C(C)C)(C)C.Cl.C(N=C=NCCCN(C)C)C. Product: [F:23][C:24]1[CH:39]=[C:38]([F:40])[CH:37]=[CH:36][C:25]=1[CH2:26][N:27]([CH2:28][CH2:29][CH2:30][CH2:31][CH2:32][CH2:33][CH2:34][CH3:35])[C:12](=[O:14])[CH2:11][O:10][C:9]1[CH:8]=[CH:7][C:6]([CH2:5][C@H:4]([O:3][CH2:1][CH3:2])[C:17]([O:19][CH2:20][CH3:21])=[O:18])=[CH:16][CH:15]=1. The catalyst class is: 64. (5) Reactant: [H-].[Na+].[C:3]([O:13][C:14]([CH3:17])([CH3:16])[CH3:15])(=[O:12])[CH2:4][C:5]([O:7][C:8]([CH3:11])([CH3:10])[CH3:9])=[O:6].[F:18][C:19]1[CH:26]=[C:25](F)[C:24]([F:28])=[CH:23][C:20]=1[C:21]#[N:22].O. Product: [C:21]([C:20]1[C:19]([F:18])=[CH:26][C:25]([CH:4]([C:5]([O:7][C:8]([CH3:9])([CH3:10])[CH3:11])=[O:6])[C:3]([O:13][C:14]([CH3:17])([CH3:16])[CH3:15])=[O:12])=[C:24]([F:28])[CH:23]=1)#[N:22]. The catalyst class is: 3. (6) Reactant: [CH3:1][O:2][C:3]1[CH:12]=[C:11]([O:13][C:14]2[CH:19]=[CH:18][CH:17]=[CH:16][CH:15]=2)[CH:10]=[CH:9][C:4]=1[C:5]([O:7]C)=[O:6].O.[OH-].[Li+].O1CCCC1.Cl. Product: [CH3:1][O:2][C:3]1[CH:12]=[C:11]([O:13][C:14]2[CH:19]=[CH:18][CH:17]=[CH:16][CH:15]=2)[CH:10]=[CH:9][C:4]=1[C:5]([OH:7])=[O:6]. The catalyst class is: 72.